This data is from Reaction yield outcomes from USPTO patents with 853,638 reactions. The task is: Predict the reaction yield, written as a fraction of the theoretical maximum amount of product (1.0 means a 100% yield; for example, 0.34 means a 34% yield). The reactants are [F:1][C:2]([F:34])([F:33])[CH:3]([C:24]1[CH:29]=[C:28]([Cl:30])[C:27]([Cl:31])=[C:26]([Cl:32])[CH:25]=1)/[CH:4]=[CH:5]/[C:6]1[CH:11]=[CH:10][C:9]([NH:12][N:13]2C(=O)C3C(=CC=CC=3)C2=O)=[CH:8][CH:7]=1.O.NN. The catalyst is CCO. The product is [F:34][C:2]([F:1])([F:33])[CH:3]([C:24]1[CH:25]=[C:26]([Cl:32])[C:27]([Cl:31])=[C:28]([Cl:30])[CH:29]=1)/[CH:4]=[CH:5]/[C:6]1[CH:11]=[CH:10][C:9]([NH:12][NH2:13])=[CH:8][CH:7]=1. The yield is 0.660.